Dataset: CYP2D6 inhibition data for predicting drug metabolism from PubChem BioAssay. Task: Regression/Classification. Given a drug SMILES string, predict its absorption, distribution, metabolism, or excretion properties. Task type varies by dataset: regression for continuous measurements (e.g., permeability, clearance, half-life) or binary classification for categorical outcomes (e.g., BBB penetration, CYP inhibition). Dataset: cyp2d6_veith. (1) The drug is O=C1Nc2ccccc2C(=O)C1(Cl)Cc1ccccc1. The result is 0 (non-inhibitor). (2) The molecule is COC(=O)[C@@H]1C[C@H]1[C@@H](NC(=O)c1cccnc1)c1ccccc1. The result is 0 (non-inhibitor). (3) The drug is C[C@H](NC[C@H](O)CP(=O)(O)Cc1ccccc1)c1ccc(Cl)c(Cl)c1. The result is 1 (inhibitor). (4) The molecule is O=C(NC(=S)NNC(=O)c1cccs1)c1ccco1. The result is 0 (non-inhibitor). (5) The compound is COc1cc(CN2CCCCC2)cc2cc(C(=O)O)c(=O)oc12. The result is 0 (non-inhibitor). (6) The molecule is Cn1cccc1C(=O)N1CCC2(CC1)CCN(c1ccc(-c3ccccc3)cc1)CC2. The result is 0 (non-inhibitor).